This data is from NCI-60 drug combinations with 297,098 pairs across 59 cell lines. The task is: Regression. Given two drug SMILES strings and cell line genomic features, predict the synergy score measuring deviation from expected non-interaction effect. (1) Synergy scores: CSS=43.0, Synergy_ZIP=-5.08, Synergy_Bliss=-3.20, Synergy_Loewe=-2.92, Synergy_HSA=-1.07. Cell line: MALME-3M. Drug 1: C1=CC(=C2C(=C1NCCNCCO)C(=O)C3=C(C=CC(=C3C2=O)O)O)NCCNCCO. Drug 2: CC1C(C(CC(O1)OC2CC(CC3=C2C(=C4C(=C3O)C(=O)C5=C(C4=O)C(=CC=C5)OC)O)(C(=O)CO)O)N)O.Cl. (2) Drug 1: C1=CC(=CC=C1CC(C(=O)O)N)N(CCCl)CCCl.Cl. Drug 2: C1=NC2=C(N=C(N=C2N1C3C(C(C(O3)CO)O)F)Cl)N. Cell line: HOP-92. Synergy scores: CSS=40.1, Synergy_ZIP=0.448, Synergy_Bliss=0.625, Synergy_Loewe=-5.35, Synergy_HSA=3.97. (3) Drug 1: CN(CC1=CN=C2C(=N1)C(=NC(=N2)N)N)C3=CC=C(C=C3)C(=O)NC(CCC(=O)O)C(=O)O. Drug 2: COC1=C2C(=CC3=C1OC=C3)C=CC(=O)O2. Cell line: SK-MEL-28. Synergy scores: CSS=3.24, Synergy_ZIP=-8.54, Synergy_Bliss=-2.81, Synergy_Loewe=-38.2, Synergy_HSA=-3.09. (4) Drug 1: CC1=CC=C(C=C1)C2=CC(=NN2C3=CC=C(C=C3)S(=O)(=O)N)C(F)(F)F. Drug 2: CCCCCOC(=O)NC1=NC(=O)N(C=C1F)C2C(C(C(O2)C)O)O. Cell line: A498. Synergy scores: CSS=5.16, Synergy_ZIP=-1.84, Synergy_Bliss=-0.746, Synergy_Loewe=-2.51, Synergy_HSA=-1.50. (5) Drug 1: CC1=C2C(C(=O)C3(C(CC4C(C3C(C(C2(C)C)(CC1OC(=O)C(C(C5=CC=CC=C5)NC(=O)OC(C)(C)C)O)O)OC(=O)C6=CC=CC=C6)(CO4)OC(=O)C)O)C)O. Drug 2: CCN(CC)CCCC(C)NC1=C2C=C(C=CC2=NC3=C1C=CC(=C3)Cl)OC. Cell line: SK-MEL-5. Synergy scores: CSS=46.9, Synergy_ZIP=-1.96, Synergy_Bliss=-2.41, Synergy_Loewe=-57.4, Synergy_HSA=-2.02.